Dataset: Forward reaction prediction with 1.9M reactions from USPTO patents (1976-2016). Task: Predict the product of the given reaction. (1) Given the reactants [Cl:1][C:2]1[CH:7]=[CH:6][C:5]([CH2:8][N:9]2[CH2:13][CH2:12][S:11][C:10]2=[N:14][OH:15])=[CH:4][N:3]=1.[CH3:16][N:17]=[C:18]=[O:19], predict the reaction product. The product is: [Cl:1][C:2]1[CH:7]=[CH:6][C:5]([CH2:8][N:9]2[CH2:13][CH2:12][S:11][C:10]2=[N:14][O:15][C:18](=[O:19])[NH:17][CH3:16])=[CH:4][N:3]=1. (2) Given the reactants [CH2:1]([SH:21])[CH2:2][CH2:3][CH2:4]/[CH:5]=[CH:6]\[CH2:7]/[CH:8]=[CH:9]\[CH2:10]/[CH:11]=[CH:12]\[CH2:13]/[CH:14]=[CH:15]\[CH2:16]/[CH:17]=[CH:18]\[CH2:19][CH3:20].[H-].[Na+].Br[CH:25]1[CH2:28][CH2:27][CH:26]1[C:29]([O:31][CH2:32][CH3:33])=[O:30], predict the reaction product. The product is: [CH2:1]([S:21][C:26]1([C:29]([O:31][CH2:32][CH3:33])=[O:30])[CH2:27][CH2:28][CH2:25]1)[CH2:2][CH2:3][CH2:4]/[CH:5]=[CH:6]\[CH2:7]/[CH:8]=[CH:9]\[CH2:10]/[CH:11]=[CH:12]\[CH2:13]/[CH:14]=[CH:15]\[CH2:16]/[CH:17]=[CH:18]\[CH2:19][CH3:20]. (3) Given the reactants [Cl:1][C:2]1[CH:3]=[C:4]([CH2:9][C:10]#[N:11])[CH:5]=[C:6]([Cl:8])[CH:7]=1.Cl.[OH-].[Na+], predict the reaction product. The product is: [Cl:1][C:2]1[CH:3]=[C:4]([CH2:9][CH2:10][NH2:11])[CH:5]=[C:6]([Cl:8])[CH:7]=1. (4) Given the reactants [NH2:1][CH2:2][C:3]1[CH:4]=[CH:5][C:6]([NH:13][C:14]2[CH:19]=[C:18]([C:20]([F:23])([F:22])[F:21])[CH:17]=[CH:16][C:15]=2[NH:24][C:25]2[CH:30]=[CH:29][CH:28]=[CH:27][C:26]=2[C:31]([O:33][CH3:34])=[O:32])=[C:7]([CH:12]=1)[C:8]([O:10][CH3:11])=[O:9].[C:35]([O:39][C:40]([NH:42][C@H:43]([C:51](O)=[O:52])[CH2:44][C:45]1[CH:50]=[CH:49][CH:48]=[CH:47][CH:46]=1)=[O:41])([CH3:38])([CH3:37])[CH3:36].C1CCC(N=C=NC2CCCCC2)CC1, predict the reaction product. The product is: [C:35]([O:39][C:40]([NH:42][C@H:43]([C:51]([NH:1][CH2:2][C:3]1[CH:4]=[CH:5][C:6]([NH:13][C:14]2[CH:19]=[C:18]([C:20]([F:23])([F:21])[F:22])[CH:17]=[CH:16][C:15]=2[NH:24][C:25]2[CH:30]=[CH:29][CH:28]=[CH:27][C:26]=2[C:31]([O:33][CH3:34])=[O:32])=[C:7]([CH:12]=1)[C:8]([O:10][CH3:11])=[O:9])=[O:52])[CH2:44][C:45]1[CH:50]=[CH:49][CH:48]=[CH:47][CH:46]=1)=[O:41])([CH3:37])([CH3:38])[CH3:36]. (5) Given the reactants Br[C:2]1[CH:3]=[C:4]2[C:9](=[CH:10][C:11]=1[O:12][CH3:13])[C:8](=[O:14])[NH:7][C:6](=[O:15])[C:5]2=[CH:16][NH:17][C:18]1[CH:23]=[CH:22][C:21]([CH2:24][N:25]2[CH2:30][CH2:29][CH2:28][CH2:27][CH2:26]2)=[CH:20][CH:19]=1.[F:31][C:32]1[CH:37]=[CH:36][C:35](B(O)O)=[CH:34][CH:33]=1.C(P(C(C)(C)C)C(C)(C)C)(C)(C)C.C(=O)([O-])[O-].[Cs+].[Cs+], predict the reaction product. The product is: [F:31][C:32]1[CH:37]=[CH:36][C:35]([C:2]2[CH:3]=[C:4]3[C:9](=[CH:10][C:11]=2[O:12][CH3:13])[C:8](=[O:14])[NH:7][C:6](=[O:15])[C:5]3=[CH:16][NH:17][C:18]2[CH:19]=[CH:20][C:21]([CH2:24][N:25]3[CH2:30][CH2:29][CH2:28][CH2:27][CH2:26]3)=[CH:22][CH:23]=2)=[CH:34][CH:33]=1. (6) The product is: [NH2:35][C:36]1[N:41]=[CH:40][C:39]([C:2]2[N:3]=[C:4]([N:29]3[CH2:34][CH2:33][O:32][CH2:31][CH2:30]3)[C:5]3[S:10][C:9]([C:11]4[CH:12]=[C:13]([NH:17][C:18]([CH2:20][NH:21][C:22](=[O:28])[O:23][C:24]([CH3:27])([CH3:26])[CH3:25])=[O:19])[CH:14]=[CH:15][CH:16]=4)=[CH:8][C:6]=3[N:7]=2)=[CH:38][N:37]=1. Given the reactants Cl[C:2]1[N:3]=[C:4]([N:29]2[CH2:34][CH2:33][O:32][CH2:31][CH2:30]2)[C:5]2[S:10][C:9]([C:11]3[CH:12]=[C:13]([NH:17][C:18]([CH2:20][NH:21][C:22](=[O:28])[O:23][C:24]([CH3:27])([CH3:26])[CH3:25])=[O:19])[CH:14]=[CH:15][CH:16]=3)=[CH:8][C:6]=2[N:7]=1.[NH2:35][C:36]1[N:41]=[CH:40][C:39](B2OC(C)(C)C(C)(C)O2)=[CH:38][N:37]=1, predict the reaction product. (7) Given the reactants [C:1]([O:5][C:6](=[O:40])[NH:7][C:8]1([C:12]2[CH:17]=[CH:16][C:15]([C:18]3[C:27](=[O:28])[C:26]4[C:21](=[CH:22][C:23](C5NN=CC=5)=[CH:24][CH:25]=4)[O:20][C:19]=3[C:34]3[CH:39]=[CH:38][CH:37]=[CH:36][CH:35]=3)=[CH:14][CH:13]=2)[CH2:11][CH2:10][CH2:9]1)([CH3:4])([CH3:3])[CH3:2].C(OC(=O)NC1(C2C=CC(C3C(=O)C4C(=C(Br)C=CC=4)OC=3C3C=CC=CC=3)=CC=2)CCC1)(C)(C)C.[CH3:77][C:78]1[C:82](B2OC(C)(C)C(C)(C)O2)=[CH:81][NH:80][N:79]=1, predict the reaction product. The product is: [C:1]([O:5][C:6](=[O:40])[NH:7][C:8]1([C:12]2[CH:17]=[CH:16][C:15]([C:18]3[C:27](=[O:28])[C:26]4[C:21](=[C:22]([C:82]5[C:78]([CH3:77])=[N:79][NH:80][CH:81]=5)[CH:23]=[CH:24][CH:25]=4)[O:20][C:19]=3[C:34]3[CH:35]=[CH:36][CH:37]=[CH:38][CH:39]=3)=[CH:14][CH:13]=2)[CH2:9][CH2:10][CH2:11]1)([CH3:4])([CH3:3])[CH3:2]. (8) Given the reactants Cl[C:2]1[CH:11]=[C:10]([CH2:12][O:13][CH3:14])[C:9]2[C:4](=[CH:5][C:6]([Cl:15])=[CH:7][CH:8]=2)[N:3]=1.[CH2:16]([O:18][C:19]1[CH:20]=[C:21]([CH:30]=[CH:31][C:32]=1[O:33][CH3:34])[CH2:22][N:23]1[CH2:28][CH2:27][CH:26]([NH2:29])[CH2:25][CH2:24]1)[CH3:17], predict the reaction product. The product is: [Cl:15][C:6]1[CH:5]=[C:4]2[C:9]([C:10]([CH2:12][O:13][CH3:14])=[CH:11][C:2]([NH:29][CH:26]3[CH2:27][CH2:28][N:23]([CH2:22][C:21]4[CH:30]=[CH:31][C:32]([O:33][CH3:34])=[C:19]([O:18][CH2:16][CH3:17])[CH:20]=4)[CH2:24][CH2:25]3)=[N:3]2)=[CH:8][CH:7]=1.